From a dataset of Forward reaction prediction with 1.9M reactions from USPTO patents (1976-2016). Predict the product of the given reaction. The product is: [N+:11]([C:14]1[CH:21]=[CH:20][C:17]([CH2:18][N:1]2[C:5]3[CH:6]=[CH:7][CH:8]=[CH:9][C:4]=3[N:3]([CH2:2][C:17]3[CH:20]=[CH:21][C:14]([N+:11]([O-:13])=[O:12])=[CH:15][CH:16]=3)[C:22]2=[O:25])=[CH:16][CH:15]=1)([O-:13])=[O:12]. Given the reactants [NH:1]1[C:5]2[CH:6]=[CH:7][CH:8]=[CH:9][C:4]=2[NH:3][C:2]1=O.[N+:11]([C:14]1[CH:21]=[CH:20][C:17]([CH2:18]Br)=[CH:16][CH:15]=1)([O-:13])=[O:12].[C:22](=[O:25])([O-])[O-].[K+].[K+].[I-].[K+].Cl, predict the reaction product.